Dataset: Catalyst prediction with 721,799 reactions and 888 catalyst types from USPTO. Task: Predict which catalyst facilitates the given reaction. (1) Reactant: Cl[C:2]1[CH:3]=[C:4]2[N:11]([CH3:12])[CH2:10][CH2:9][N:5]2[C:6](=[O:8])[N:7]=1.[H-].[Na+].[F:15][C:16]1[CH:17]=[C:18]([CH2:34][OH:35])[CH:19]=[C:20]([F:33])[C:21]=1[O:22][C:23]1[CH:28]=[CH:27][C:26]([C:29]([F:32])([F:31])[F:30])=[CH:25][CH:24]=1. Product: [F:15][C:16]1[CH:17]=[C:18]([CH:19]=[C:20]([F:33])[C:21]=1[O:22][C:23]1[CH:24]=[CH:25][C:26]([C:29]([F:30])([F:31])[F:32])=[CH:27][CH:28]=1)[CH2:34][O:35][C:2]1[CH:3]=[C:4]2[N:11]([CH3:12])[CH2:10][CH2:9][N:5]2[C:6](=[O:8])[N:7]=1. The catalyst class is: 3. (2) Reactant: [CH3:1][O:2][C:3]1[C:4]([N+:20]([O-])=O)=[CH:5][C:6]2[CH2:12][CH2:11][CH:10]([N:13]3[CH2:18][CH2:17][O:16][CH2:15][CH2:14]3)[CH2:9][CH2:8][C:7]=2[CH:19]=1.[CH3:1][O:2][C:3]1[C:4]([NH2:20])=[CH:5][C:6]2[CH2:12][CH2:11][CH:10]([N:13]3[CH2:14][CH2:15][O:16][CH2:17][CH2:18]3)[CH2:9][CH2:8][C:7]=2[CH:19]=1.C(O)C.[H][H]. Product: [CH3:1][O:2][C:3]1[C:4]([NH2:20])=[CH:5][C:6]2[CH2:12][CH2:11][CH:10]([N:13]3[CH2:14][CH2:15][O:16][CH2:17][CH2:18]3)[CH2:9][CH2:8][C:7]=2[CH:19]=1. The catalyst class is: 45. (3) Reactant: [OH:1][C:2]1[CH:3]=[N:4][CH:5]=[CH:6][CH:7]=1.[H-].[Na+].[CH3:10][O:11][C:12](=[O:44])[C@H:13]([CH2:40][CH2:41][S:42][CH3:43])[NH:14][C:15](=[O:39])[C:16]1[CH:21]=[CH:20][C:19](OS(C2C=CC(C)=CC=2)(=O)=O)=[CH:18][C:17]=1[C:33]1[CH:38]=[CH:37][CH:36]=[CH:35][CH:34]=1.[CH3:45]S(C)=O. Product: [CH3:10][O:11][C:12](=[O:44])[C@H:13]([CH2:40][CH2:41][S:42][CH3:43])[NH:14][C:15](=[O:39])[C:16]1[CH:21]=[CH:20][C:19](=[CH:45][O:1][C:2]2[CH:3]=[N:4][CH:5]=[CH:6][CH:7]=2)[CH2:18][C:17]=1[C:33]1[CH:38]=[CH:37][CH:36]=[CH:35][CH:34]=1. The catalyst class is: 69. (4) Reactant: C([O:3][C:4]([C:6]1[C:7]([C:11](=[O:16])[NH:12][CH:13]2[CH2:15][CH2:14]2)=[N:8][O:9][CH:10]=1)=[O:5])C.[Li+].[OH-].C(OCC)C. Product: [CH:13]1([NH:12][C:11]([C:7]2[C:6]([C:4]([OH:5])=[O:3])=[CH:10][O:9][N:8]=2)=[O:16])[CH2:14][CH2:15]1. The catalyst class is: 219. (5) Reactant: [N:1]1[CH:6]=[CH:5][C:4]([NH:7][CH2:8][CH:9]2[CH2:14][CH2:13][NH:12][CH2:11][CH:10]2[OH:15])=[CH:3][CH:2]=1.[CH3:16][C:17]1[CH:34]=[CH:33][C:20]([CH2:21][O:22][C:23](=O)[O:24]N2C(=O)CCC2=O)=[CH:19][CH:18]=1. Product: [CH3:16][C:17]1[CH:34]=[CH:33][C:20]([CH2:21][O:22][C:23]([N:12]2[CH2:13][CH2:14][C@H:9]([CH2:8][NH:7][C:4]3[CH:3]=[CH:2][N:1]=[CH:6][CH:5]=3)[C@H:10]([OH:15])[CH2:11]2)=[O:24])=[CH:19][CH:18]=1. The catalyst class is: 3. (6) Reactant: [NH2:1][C:2]1[CH:3]=[C:4]([CH:7]=[CH:8][CH:9]=1)[C:5]#[N:6].[F:10][C:11]([F:24])([O:15][C:16]1[CH:17]=[C:18]([CH:21]=[CH:22][CH:23]=1)[CH:19]=O)[CH:12]([F:14])[F:13].C(O)(=O)C.[BH-](OC(C)=O)(OC(C)=O)OC(C)=O.[Na+]. Product: [F:10][C:11]([F:24])([O:15][C:16]1[CH:17]=[C:18]([CH2:19][NH:1][C:2]2[CH:3]=[C:4]([CH:7]=[CH:8][CH:9]=2)[C:5]#[N:6])[CH:21]=[CH:22][CH:23]=1)[CH:12]([F:13])[F:14]. The catalyst class is: 68.